Dataset: Full USPTO retrosynthesis dataset with 1.9M reactions from patents (1976-2016). Task: Predict the reactants needed to synthesize the given product. (1) Given the product [Br:8][C:5]1[CH:6]=[CH:7][C:2]([C:11]#[C:10][CH2:9][O:12][CH3:13])=[N:3][CH:4]=1, predict the reactants needed to synthesize it. The reactants are: Br[C:2]1[CH:7]=[CH:6][C:5]([Br:8])=[CH:4][N:3]=1.[CH2:9]([O:12][CH3:13])[C:10]#[CH:11]. (2) Given the product [Cl:1][C:2]1[CH:3]=[CH:4][N:5]=[CH:6][C:7]=1[C:8]([N:23]1[CH2:28][CH2:27][O:26][CH2:25][CH2:24]1)=[O:10], predict the reactants needed to synthesize it. The reactants are: [Cl:1][C:2]1[C:7]([C:8]([OH:10])=O)=[CH:6][N:5]=[CH:4][CH:3]=1.C(N1C=CN=C1)(N1C=CN=C1)=O.[NH:23]1[CH2:28][CH2:27][O:26][CH2:25][CH2:24]1.